This data is from Catalyst prediction with 721,799 reactions and 888 catalyst types from USPTO. The task is: Predict which catalyst facilitates the given reaction. (1) Reactant: [N:1]1([C:8]2[C:16]3[NH:15][CH:14]=[N:13][C:12]=3[CH:11]=[CH:10][CH:9]=2)[CH2:7][CH2:6][CH2:5][NH:4][CH2:3][CH2:2]1.[C:17](O[C:17]([O:19][C:20]([CH3:23])([CH3:22])[CH3:21])=[O:18])([O:19][C:20]([CH3:23])([CH3:22])[CH3:21])=[O:18].[OH-].[Na+]. Product: [N:13]1[C:12]2[CH:11]=[CH:10][CH:9]=[C:8]([N:1]3[CH2:7][CH2:6][CH2:5][N:4]([C:17]([O:19][C:20]([CH3:23])([CH3:22])[CH3:21])=[O:18])[CH2:3][CH2:2]3)[C:16]=2[NH:15][CH:14]=1. The catalyst class is: 38. (2) Reactant: Cl.N[C:3]1[O:4][C:5]2[C:19]([C:20]([CH3:23])([CH3:22])[CH3:21])=[CH:18][C:17]([C:24]([CH3:27])([CH3:26])[CH3:25])=[CH:16][C:6]=2[C:7]=1[C:8]1[CH:13]=[CH:12][C:11]([CH3:14])=[C:10]([CH3:15])[CH:9]=1.C[OH:29]. Product: [C:24]([C:17]1[CH:18]=[C:19]([C:20]([CH3:22])([CH3:23])[CH3:21])[C:5]2[O:4][C:3](=[O:29])[CH:7]([C:8]3[CH:13]=[CH:12][C:11]([CH3:14])=[C:10]([CH3:15])[CH:9]=3)[C:6]=2[CH:16]=1)([CH3:27])([CH3:26])[CH3:25]. The catalyst class is: 6. (3) Reactant: [C:1](O)(=[O:4])[CH2:2][CH3:3].CN(C(ON1N=NC2C=CC=NC1=2)=[N+](C)C)C.F[P-](F)(F)(F)(F)F.[NH2:30][C:31]1[CH:32]=[C:33]([CH:38]=[C:39]([Br:41])[CH:40]=1)[C:34]([O:36][CH3:37])=[O:35]. Product: [Br:41][C:39]1[CH:38]=[C:33]([CH:32]=[C:31]([NH:30][C:1](=[O:4])[CH2:2][CH3:3])[CH:40]=1)[C:34]([O:36][CH3:37])=[O:35]. The catalyst class is: 173. (4) Reactant: [Mg].Br[C:3]1[CH:8]=[CH:7][C:6]([C:9]([F:12])([F:11])[F:10])=[CH:5][CH:4]=1.II.[Br:15][C:16]1[C:21]([CH:22]=[O:23])=[CH:20][N:19]=[CH:18][CH:17]=1. Product: [Br:15][C:16]1[CH:17]=[CH:18][N:19]=[CH:20][C:21]=1[CH:22]([C:3]1[CH:8]=[CH:7][C:6]([C:9]([F:12])([F:11])[F:10])=[CH:5][CH:4]=1)[OH:23]. The catalyst class is: 1.